From a dataset of Full USPTO retrosynthesis dataset with 1.9M reactions from patents (1976-2016). Predict the reactants needed to synthesize the given product. (1) The reactants are: C([O:8][C:9]1[CH:49]=[CH:48][C:12]([CH2:13][C:14]2[C:15]([O:23][C@:24]3([O:42][C@H:41]([CH2:43][O:44][C:45](=[O:47])[CH3:46])[C@@H:36]([O:37][C:38](=[O:40])[CH3:39])[C@H:31]([O:32][C:33](=[O:35])[CH3:34])[C@H:26]3[O:27][C:28](=[O:30])[CH3:29])[OH:25])=[N:16][N:17]([CH:20]([CH3:22])[CH3:21])[C:18]=2[CH3:19])=[CH:11][C:10]=1[F:50])C1C=CC=CC=1. Given the product [F:50][C:10]1[CH:11]=[C:12]([CH:48]=[CH:49][C:9]=1[OH:8])[CH2:13][C:14]1[C:15]([O:23][C@:24]2([O:42][C@H:41]([CH2:43][O:44][C:45](=[O:47])[CH3:46])[C@@H:36]([O:37][C:38](=[O:40])[CH3:39])[C@H:31]([O:32][C:33](=[O:35])[CH3:34])[C@H:26]2[O:27][C:28](=[O:30])[CH3:29])[OH:25])=[N:16][N:17]([CH:20]([CH3:21])[CH3:22])[C:18]=1[CH3:19], predict the reactants needed to synthesize it. (2) Given the product [Cl:27][C:17]1[C:16]([N:14]([CH3:15])[C:12](=[O:13])[CH2:11][CH2:10][N:3]2[CH2:4][CH2:5][O:1][C:2]2=[O:6])=[CH:20][N:19]([C:21]2[CH:22]=[N:23][CH:24]=[CH:25][CH:26]=2)[N:18]=1, predict the reactants needed to synthesize it. The reactants are: [O:1]1[CH2:5][CH2:4][NH:3][C:2]1=[O:6].[H-].[Na+].Cl[CH2:10][CH2:11][C:12]([N:14]([C:16]1[C:17]([Cl:27])=[N:18][N:19]([C:21]2[CH:22]=[N:23][CH:24]=[CH:25][CH:26]=2)[CH:20]=1)[CH3:15])=[O:13]. (3) Given the product [Cl:1][C:2]1[C:3]([O:24][CH2:25][CH3:26])=[CH:4][C:5]2[CH2:14][CH:13]([CH2:15][CH3:16])[N:12]3[C:7](=[CH:8][C:9](=[O:22])[C:10]([C:17]([OH:19])=[O:18])=[CH:11]3)[C:6]=2[CH:23]=1, predict the reactants needed to synthesize it. The reactants are: [Cl:1][C:2]1[C:3]([O:24][CH2:25][CH3:26])=[CH:4][C:5]2[CH2:14][CH:13]([CH2:15][CH3:16])[N:12]3[C:7](=[CH:8][C:9](=[O:22])[C:10]([C:17]([O:19]CC)=[O:18])=[CH:11]3)[C:6]=2[CH:23]=1.[OH-].[Na+].Cl.